Dataset: Forward reaction prediction with 1.9M reactions from USPTO patents (1976-2016). Task: Predict the product of the given reaction. (1) Given the reactants C(N(CC)CC)C.Cl.[NH2:9][C@@H:10]([CH2:15][NH:16][C:17]([O:19][C:20]([CH3:23])([CH3:22])[CH3:21])=[O:18])[C:11]([O:13][CH3:14])=[O:12].Br[CH2:25][CH2:26][CH2:27][CH2:28]Br, predict the reaction product. The product is: [C:20]([O:19][C:17]([NH:16][CH2:15][C@H:10]([N:9]1[CH2:28][CH2:27][CH2:26][CH2:25]1)[C:11]([O:13][CH3:14])=[O:12])=[O:18])([CH3:23])([CH3:22])[CH3:21]. (2) Given the reactants [Cl:1][C:2]1[CH:3]=[C:4]([CH:9]=[C:10](Cl)[N:11]=1)[C:5]([O:7][CH3:8])=[O:6].[CH3:13][NH:14][S:15]([CH3:18])(=[O:17])=[O:16].P([O-])([O-])([O-])=O.[K+].[K+].[K+].CC1(C)C2C(=C(P(C3C=CC=CC=3)C3C=CC=CC=3)C=CC=2)OC2C(P(C3C=CC=CC=3)C3C=CC=CC=3)=CC=CC1=2, predict the reaction product. The product is: [Cl:1][C:2]1[CH:3]=[C:4]([CH:9]=[C:10]([N:14]([CH3:13])[S:15]([CH3:18])(=[O:17])=[O:16])[N:11]=1)[C:5]([O:7][CH3:8])=[O:6]. (3) Given the reactants [C:1]([O-])([O-])=O.[K+].[K+].CI.[C:9]([O:13][C:14]([N:16]1[CH2:21][CH2:20][N:19]([C:22](=[O:32])[C:23]2[CH:28]=[CH:27][CH:26]=[CH:25][C:24]=2[C:29]([OH:31])=[O:30])[CH2:18][CH2:17]1)=[O:15])([CH3:12])([CH3:11])[CH3:10], predict the reaction product. The product is: [C:9]([O:13][C:14]([N:16]1[CH2:17][CH2:18][N:19]([C:22](=[O:32])[C:23]2[CH:28]=[CH:27][CH:26]=[CH:25][C:24]=2[C:29]([O:31][CH3:1])=[O:30])[CH2:20][CH2:21]1)=[O:15])([CH3:12])([CH3:10])[CH3:11]. (4) Given the reactants Cl[C:2]1[C:10]2[C:9]3[CH:11]=[C:12]([C:15]#[N:16])[N:13]=[CH:14][C:8]=3[N:7]([CH2:17][O:18][CH2:19][CH2:20][Si:21]([CH3:24])([CH3:23])[CH3:22])[C:6]=2[N:5]=[CH:4][CH:3]=1.[NH:25]1[CH2:29][CH2:28][C@H:27]([NH:30][C:31](=[O:37])[O:32][C:33]([CH3:36])([CH3:35])[CH3:34])[CH2:26]1, predict the reaction product. The product is: [C:15]([C:12]1[N:13]=[CH:14][C:8]2[N:7]([CH2:17][O:18][CH2:19][CH2:20][Si:21]([CH3:24])([CH3:23])[CH3:22])[C:6]3[N:5]=[CH:4][CH:3]=[C:2]([N:25]4[CH2:29][CH2:28][C@H:27]([NH:30][C:31](=[O:37])[O:32][C:33]([CH3:35])([CH3:34])[CH3:36])[CH2:26]4)[C:10]=3[C:9]=2[CH:11]=1)#[N:16]. (5) Given the reactants Cl[C:2]1[CH:11]=[CH:10][C:9]2[C:8]([C:12]([NH:14][CH2:15][C:16]34[CH2:25][CH:20]5[CH2:21][CH:22]([CH2:24][CH:18]([CH2:19]5)[CH2:17]3)[CH2:23]4)=[O:13])=[C:7]([Cl:26])[CH:6]=[CH:5][C:4]=2[N:3]=1.C(=O)([O-])[O-].[Na+].[Na+].Br[C:34]1[CH:35]=[C:36]([C:40]([OH:42])=[O:41])[CH:37]=[N:38][CH:39]=1.CC1(C)C(C)(C)OB(B2OC(C)(C)C(C)(C)O2)O1, predict the reaction product. The product is: [Cl:26][C:7]1[C:8]([C:12]([NH:14][CH2:15][C:16]23[CH2:23][CH:22]4[CH2:24][CH:18]([CH2:19][CH:20]([CH2:21]4)[CH2:25]2)[CH2:17]3)=[O:13])=[C:9]2[C:4](=[CH:5][CH:6]=1)[N:3]=[C:2]([C:34]1[CH:35]=[C:36]([C:40]([OH:42])=[O:41])[CH:37]=[N:38][CH:39]=1)[CH:11]=[CH:10]2. (6) The product is: [CH2:19]([N:26]([CH:37]1[CH2:42][CH2:41][N:40]([CH2:43][CH2:44][OH:45])[CH2:39][CH:38]1[F:53])[C:27](=[O:36])[O:28][CH2:29][C:30]1[CH:35]=[CH:34][CH:33]=[CH:32][CH:31]=1)[C:20]1[CH:25]=[CH:24][CH:23]=[CH:22][CH:21]=1. Given the reactants [F-].C([N+](CCCC)(CCCC)CCCC)CCC.[CH2:19]([N:26]([C@@H:37]1[CH2:42][CH2:41][N:40]([CH2:43][CH2:44][O:45][Si](C(C)(C)C)(C)C)[CH2:39][C@H:38]1[F:53])[C:27](=[O:36])[O:28][CH2:29][C:30]1[CH:35]=[CH:34][CH:33]=[CH:32][CH:31]=1)[C:20]1[CH:25]=[CH:24][CH:23]=[CH:22][CH:21]=1, predict the reaction product. (7) Given the reactants CCCCCC.C([Li])CCC.[CH2:12]([O:19][C:20]1[CH:25]=[CH:24][CH:23]=[CH:22][C:21]=1Br)[C:13]1[CH:18]=[CH:17][CH:16]=[CH:15][CH:14]=1.[CH:27]([C:30]1[CH:37]=[CH:36][C:33]([CH:34]=[O:35])=[CH:32][CH:31]=1)([CH3:29])[CH3:28].O, predict the reaction product. The product is: [CH2:12]([O:19][C:20]1[CH:25]=[CH:24][CH:23]=[CH:22][C:21]=1[CH:34]([C:33]1[CH:36]=[CH:37][C:30]([CH:27]([CH3:29])[CH3:28])=[CH:31][CH:32]=1)[OH:35])[C:13]1[CH:18]=[CH:17][CH:16]=[CH:15][CH:14]=1. (8) The product is: [CH2:10]([O:9][C:7]([C@:5]1([C:17]2([OH:21])[CH2:18][CH2:19][CH2:20]2)[CH2:6][C@H:2]([NH:1][C@@H:29]2[C@H:24]([O:23][CH3:22])[CH2:25][O:26][CH2:27][CH2:28]2)[CH:3]=[CH:4]1)=[O:8])[C:11]1[CH:12]=[CH:13][CH:14]=[CH:15][CH:16]=1. Given the reactants [NH2:1][C@H:2]1[CH2:6][C@@:5]([C:17]2([OH:21])[CH2:20][CH2:19][CH2:18]2)([C:7]([O:9][CH2:10][C:11]2[CH:16]=[CH:15][CH:14]=[CH:13][CH:12]=2)=[O:8])[CH:4]=[CH:3]1.[CH3:22][O:23][C@H:24]1[C:29](=O)[CH2:28][CH2:27][O:26][CH2:25]1.C(O[BH-](OC(=O)C)OC(=O)C)(=O)C.[Na+].C([O-])(O)=O.[Na+].[OH-].[Na+], predict the reaction product.